Dataset: Reaction yield outcomes from USPTO patents with 853,638 reactions. Task: Predict the reaction yield, written as a fraction of the theoretical maximum amount of product (1.0 means a 100% yield; for example, 0.34 means a 34% yield). (1) The product is [OH:33][C:31]1[C:30]2[C:25](=[C:26]([OH:43])[CH:27]=[C:28]([CH2:34][NH:35][CH2:36][C:37]3[CH:42]=[CH:41][CH:40]=[CH:39][CH:38]=3)[CH:29]=2)[N:24]=[C:23]([C:21]([OH:22])=[O:20])[CH:32]=1. The reactants are COC(C1C=C(O)C2C(=C(OC)C=C(Br)C=2)N=1)=O.C[O:20][C:21]([C:23]1[CH:32]=[C:31]([OH:33])[C:30]2[C:25](=[C:26]([O:43]C)[CH:27]=[C:28]([CH2:34][NH:35][CH2:36][C:37]3[CH:42]=[CH:41][CH:40]=[CH:39][CH:38]=3)[CH:29]=2)[N:24]=1)=[O:22]. No catalyst specified. The yield is 0.670. (2) The reactants are O[CH:2]1[C:11]2[CH:10]=[C:9]([C:12]([O:14][CH3:15])=[O:13])[CH:8]=[CH:7][C:6]=2[CH2:5][CH2:4][CH2:3]1. The catalyst is C1(C)C=CC=CC=1. The product is [CH:10]1[C:11]2[CH:2]=[CH:3][CH2:4][CH2:5][C:6]=2[CH:7]=[CH:8][C:9]=1[C:12]([O:14][CH3:15])=[O:13]. The yield is 0.940. (3) The reactants are [CH:1]([C@@H:14]1[CH2:20][C@@H:19]2[C@@H:17]([O:18]2)[CH2:16][O:15]1)([C:8]1[CH:13]=[CH:12][CH:11]=[CH:10][CH:9]=1)[C:2]1[CH:7]=[CH:6][CH:5]=[CH:4][CH:3]=1.[CH3:21][O:22][C:23]1[CH:30]=[C:29]([O:31][CH3:32])[CH:28]=[CH:27][C:24]=1[CH2:25][NH2:26]. No catalyst specified. The product is [CH:1]([C@@H:14]1[CH2:20][C@@H:19]([OH:18])[C@H:17]([NH:26][CH2:25][C:24]2[CH:27]=[CH:28][C:29]([O:31][CH3:32])=[CH:30][C:23]=2[O:22][CH3:21])[CH2:16][O:15]1)([C:8]1[CH:13]=[CH:12][CH:11]=[CH:10][CH:9]=1)[C:2]1[CH:3]=[CH:4][CH:5]=[CH:6][CH:7]=1. The yield is 0.700. (4) The reactants are [C:1]([O:5][C:6](=[O:12])[NH:7][CH2:8][CH2:9][CH2:10][OH:11])([CH3:4])([CH3:3])[CH3:2].CC(OI1(OC(C)=O)(OC(C)=O)OC(=O)C2C=CC=CC1=2)=O. The catalyst is C(Cl)Cl.CCOCC. The product is [C:1]([O:5][C:6](=[O:12])[NH:7][CH2:8][CH2:9][CH:10]=[O:11])([CH3:4])([CH3:2])[CH3:3]. The yield is 0.910. (5) The reactants are [NH:1]1[CH2:6][CH2:5][CH:4]([C:7]2[CH:8]=[C:9]3[C:13](=[CH:14][CH:15]=2)[NH:12][C:11](=[O:16])[CH2:10]3)[CH2:3][CH2:2]1.[O:17]1[CH2:22][CH2:21][C:20](=O)[CH2:19][CH2:18]1.C(O)(=O)C. The catalyst is C1COCC1.CO. The product is [O:17]1[CH2:22][CH2:21][CH:20]([N:1]2[CH2:2][CH2:3][CH:4]([C:7]3[CH:8]=[C:9]4[C:13](=[CH:14][CH:15]=3)[NH:12][C:11](=[O:16])[CH2:10]4)[CH2:5][CH2:6]2)[CH2:19][CH2:18]1. The yield is 0.950. (6) The reactants are P(Br)(Br)[Br:2].[F:5][C:6]1[CH:7]=[C:8]2[C:13](=[C:14]([F:17])[C:15]=1[F:16])[N:12]=[CH:11][C:10]([CH2:18]O)=[C:9]2[C:20]1[S:21][CH:22]=[CH:23][CH:24]=1. The catalyst is C(Cl)Cl. The product is [F:5][C:6]1[CH:7]=[C:8]2[C:13](=[C:14]([F:17])[C:15]=1[F:16])[N:12]=[CH:11][C:10]([CH2:18][Br:2])=[C:9]2[C:20]1[S:21][CH:22]=[CH:23][CH:24]=1. The yield is 0.868. (7) The reactants are [CH2:1]([C:5]1[CH:6]=[C:7]2[C:12](=[C:13]([O:15][CH:16]3[CH2:21][CH2:20][N:19]([CH2:22][CH2:23][CH2:24][C:25]([OH:27])=O)[CH2:18][CH2:17]3)[CH:14]=1)[N:11]=[CH:10][CH:9]=[CH:8]2)[CH2:2][CH2:3][CH3:4].CN(C(ON1N=NC2C=CC=CC1=2)=[N+](C)C)C.[B-](F)(F)(F)F.[C:50]([NH2:54])([CH3:53])([CH3:52])[CH3:51].[ClH:55]. The catalyst is CN(C=O)C.CO.C(N(CC)CC)C. The product is [ClH:55].[ClH:55].[CH2:1]([C:5]1[CH:6]=[C:7]2[C:12](=[C:13]([O:15][CH:16]3[CH2:17][CH2:18][N:19]([CH2:22][CH2:23][CH2:24][C:25]([NH:54][C:50]([CH3:53])([CH3:52])[CH3:51])=[O:27])[CH2:20][CH2:21]3)[CH:14]=1)[N:11]=[CH:10][CH:9]=[CH:8]2)[CH2:2][CH2:3][CH3:4]. The yield is 0.760.